From a dataset of Catalyst prediction with 721,799 reactions and 888 catalyst types from USPTO. Predict which catalyst facilitates the given reaction. (1) The catalyst class is: 10. Product: [C:1]([C:4]1[C:22](=[O:23])[C@@:8]2([CH3:24])[C:9]3[C:15]([OH:16])=[CH:14][C:13]([O:17][CH3:18])=[C:12]([C:19]([NH:21][CH2:41][C:34]4[C:35]5[C:40](=[CH:39][CH:38]=[CH:37][CH:36]=5)[C:31]([O:30][CH2:29][C:28]5[CH:43]=[CH:44][CH:45]=[CH:46][C:27]=5[Cl:26])=[CH:32][CH:33]=4)=[O:20])[C:10]=3[O:11][C:7]2=[CH:6][C:5]=1[OH:25])(=[O:3])[CH3:2]. Reactant: [C:1]([C:4]1[C:22](=[O:23])[C@@:8]2([CH3:24])[C:9]3[C:15]([OH:16])=[CH:14][C:13]([O:17][CH3:18])=[C:12]([C:19]([NH2:21])=[O:20])[C:10]=3[O:11][C:7]2=[CH:6][C:5]=1[OH:25])(=[O:3])[CH3:2].[Cl:26][C:27]1[CH:46]=[CH:45][CH:44]=[CH:43][C:28]=1[CH2:29][O:30][C:31]1[C:40]2[C:35](=[CH:36][CH:37]=[CH:38][CH:39]=2)[C:34]([CH:41]=O)=[CH:33][CH:32]=1.C([SiH](CC)CC)C.FC(F)(F)C(O)=O. (2) Reactant: Br[C:2]1[CH:7]=[CH:6][C:5]([C:8]([CH2:12][CH3:13])([CH3:11])[CH2:9][CH3:10])=[CH:4][CH:3]=1.C([Li])CCC.CCCCCC.CN(C)[CH:27]=[O:28].[Cl-].[NH4+]. Product: [CH2:9]([C:8]([C:5]1[CH:6]=[CH:7][C:2]([CH:27]=[O:28])=[CH:3][CH:4]=1)([CH3:11])[CH2:12][CH3:13])[CH3:10]. The catalyst class is: 132.